This data is from Peptide-MHC class II binding affinity with 134,281 pairs from IEDB. The task is: Regression. Given a peptide amino acid sequence and an MHC pseudo amino acid sequence, predict their binding affinity value. This is MHC class II binding data. (1) The peptide sequence is AAATAGTTVYGHFAA. The MHC is HLA-DQA10501-DQB10301 with pseudo-sequence HLA-DQA10501-DQB10301. The binding affinity (normalized) is 0.532. (2) The binding affinity (normalized) is 0.583. The MHC is DRB1_0901 with pseudo-sequence DRB1_0901. The peptide sequence is TRKIMKVVNRWLFRH. (3) The peptide sequence is AAGVAAWSLIALMIP. The MHC is DRB1_0901 with pseudo-sequence DRB1_0901. The binding affinity (normalized) is 0.401. (4) The peptide sequence is PVVHFFKNIVTPRTPPY. The MHC is DRB1_1201 with pseudo-sequence DRB1_1201. The binding affinity (normalized) is 0.598. (5) The peptide sequence is DKGPGFVVTGRVYCD. The MHC is HLA-DQA10101-DQB10501 with pseudo-sequence HLA-DQA10101-DQB10501. The binding affinity (normalized) is 0. (6) The peptide sequence is TVAAAPQVKYAVFEA. The MHC is HLA-DQA10401-DQB10402 with pseudo-sequence HLA-DQA10401-DQB10402. The binding affinity (normalized) is 0.304. (7) The peptide sequence is ATAAAAAAVDRGDPP. The MHC is DRB1_1201 with pseudo-sequence DRB1_1201. The binding affinity (normalized) is 0.